From a dataset of Full USPTO retrosynthesis dataset with 1.9M reactions from patents (1976-2016). Predict the reactants needed to synthesize the given product. Given the product [Cl:1][C:2]1[CH:3]=[C:4]2[C:10]([S:11]([C:14]3[CH:15]=[C:16]([NH:20][S:24]([CH2:21][CH2:22][CH3:23])(=[O:26])=[O:25])[CH:17]=[CH:18][CH:19]=3)(=[O:13])=[O:12])=[CH:9][NH:8][C:5]2=[N:6][CH:7]=1, predict the reactants needed to synthesize it. The reactants are: [Cl:1][C:2]1[CH:3]=[C:4]2[C:10]([S:11]([C:14]3[CH:15]=[C:16]([NH2:20])[CH:17]=[CH:18][CH:19]=3)(=[O:13])=[O:12])=[CH:9][NH:8][C:5]2=[N:6][CH:7]=1.[CH2:21]([S:24](Cl)(=[O:26])=[O:25])[CH2:22][CH3:23].